From a dataset of Reaction yield outcomes from USPTO patents with 853,638 reactions. Predict the reaction yield, written as a fraction of the theoretical maximum amount of product (1.0 means a 100% yield; for example, 0.34 means a 34% yield). (1) The reactants are [Cl:1][C:2]1[C:3]([O:12][C:13]2[CH:18]=[C:17]([O:19][CH2:20][CH2:21][O:22][CH3:23])[CH:16]=[CH:15][C:14]=2/[CH:24]=[CH:25]/[C:26]([O:28]CC)=[O:27])=[N:4][CH:5]=[C:6]([C:8]([F:11])([F:10])[F:9])[CH:7]=1.[OH-].[Na+].Cl. The catalyst is O1CCCC1.C(O)C.C1(C)C=CC=CC=1. The product is [Cl:1][C:2]1[C:3]([O:12][C:13]2[CH:18]=[C:17]([O:19][CH2:20][CH2:21][O:22][CH3:23])[CH:16]=[CH:15][C:14]=2/[CH:24]=[CH:25]/[C:26]([OH:28])=[O:27])=[N:4][CH:5]=[C:6]([C:8]([F:9])([F:11])[F:10])[CH:7]=1. The yield is 0.790. (2) The reactants are [F:1][C:2]1[CH:24]=[C:23]([F:25])[CH:22]=[C:21]([F:26])[C:3]=1[C:4]([NH:6][C:7]1[CH:12]=[CH:11][CH:10]=[C:9]([C:13]([CH:15]2[CH2:20][CH2:19][NH:18][CH2:17][CH2:16]2)=[O:14])[N:8]=1)=[O:5].[CH:27]1([CH:30]=O)[CH2:29][CH2:28]1.C(O)(=O)C.[Na].C(O[BH-](OC(=O)C)OC(=O)C)(=O)C.[Cl:50]CCl. The catalyst is CO. The product is [ClH:50].[ClH:50].[F:26][C:21]1[CH:22]=[C:23]([F:25])[CH:24]=[C:2]([F:1])[C:3]=1[C:4]([NH:6][C:7]1[CH:12]=[CH:11][CH:10]=[C:9]([C:13]([CH:15]2[CH2:16][CH2:17][N:18]([CH2:30][CH:27]3[CH2:29][CH2:28]3)[CH2:19][CH2:20]2)=[O:14])[N:8]=1)=[O:5]. The yield is 0.770. (3) The reactants are [CH3:1][C:2]1[CH:7]=[C:6]([CH3:8])[CH:5]=[C:4]([CH3:9])[C:3]=1[NH2:10].[Br:11][C:12]1[C:13]([Cl:19])=[N:14][C:15]([Cl:18])=[N:16][CH:17]=1.CC(N(C(C)C)CC)C. The catalyst is O1CCOCC1. The product is [Br:11][C:12]1[C:13]([Cl:19])=[N:14][C:15]([NH:10][C:3]2[C:4]([CH3:9])=[CH:5][C:6]([CH3:8])=[CH:7][C:2]=2[CH3:1])=[N:16][CH:17]=1.[Br:11][C:12]1[C:13]([NH:10][C:3]2[C:4]([CH3:9])=[CH:5][C:6]([CH3:8])=[CH:7][C:2]=2[CH3:1])=[N:14][C:15]([Cl:18])=[N:16][CH:17]=1. The yield is 0.240. (4) The reactants are [Br:1][C:2]1[CH:3]=[N:4][CH:5]=[C:6]([F:9])[C:7]=1[Cl:8].Cl. The catalyst is CCCCC. The product is [ClH:8].[Br:1][C:2]1[CH:3]=[N:4][CH:5]=[C:6]([F:9])[C:7]=1[Cl:8]. The yield is 0.600. (5) The reactants are Br[C:2]1[CH:3]=[CH:4][C:5]2[O:11][CH2:10][CH2:9][N:8]3[C:12]([C:18]([NH:20][CH:21]([CH3:23])[CH3:22])=[O:19])=[C:13]([C:15]([NH2:17])=[O:16])[N:14]=[C:7]3[C:6]=2[CH:24]=1.[C:25]([C@:27]1([OH:34])[CH2:31][CH2:30][N:29]([CH3:32])[C:28]1=[O:33])#[CH:26]. The product is [OH:34][C@@:27]1([C:25]#[C:26][C:2]2[CH:3]=[CH:4][C:5]3[O:11][CH2:10][CH2:9][N:8]4[C:12]([C:18]([NH:20][CH:21]([CH3:23])[CH3:22])=[O:19])=[C:13]([C:15]([NH2:17])=[O:16])[N:14]=[C:7]4[C:6]=3[CH:24]=2)[CH2:31][CH2:30][N:29]([CH3:32])[C:28]1=[O:33]. The yield is 0.122. No catalyst specified.